Task: Predict the reaction yield, written as a fraction of the theoretical maximum amount of product (1.0 means a 100% yield; for example, 0.34 means a 34% yield).. Dataset: Reaction yield outcomes from USPTO patents with 853,638 reactions (1) The reactants are [CH2:1]([N:3]1[C:8]2[N:9]=[C:10](SC)[N:11]=[CH:12][C:7]=2[CH:6]=[C:5]([CH3:15])[C:4]1=[O:16])[CH3:2].[NH2:17][C:18]1[CH:23]=[CH:22][CH:21]=[CH:20][CH:19]=1. No catalyst specified. The product is [CH2:1]([N:3]1[C:8]2[N:9]=[C:10]([NH:17][C:18]3[CH:23]=[CH:22][CH:21]=[CH:20][CH:19]=3)[N:11]=[CH:12][C:7]=2[CH:6]=[C:5]([CH3:15])[C:4]1=[O:16])[CH3:2]. The yield is 1.50. (2) The reactants are FC1C=C(C)C=CC=1[N+]([O-])=O.[CH:12]([O:15][C:16]1[CH:22]=[C:21]([CH3:23])[CH:20]=[CH:19][C:17]=1[NH2:18])([CH3:14])[CH3:13].[NH2:24][C:25]1[S:26][CH:27]=[CH:28][N:29]=1.C[CH:31]([OH:33])C. No catalyst specified. The product is [CH:12]([O:15][C:16]1[CH:22]=[C:21]([CH3:23])[CH:20]=[CH:19][C:17]=1[NH:18][C:31]([NH:24][C:25]1[S:26][CH:27]=[CH:28][N:29]=1)=[O:33])([CH3:14])[CH3:13]. The yield is 0.620. (3) The reactants are [NH:1]1[C:5]2=[N:6][CH:7]=[CH:8][CH:9]=[C:4]2[C:3]([C:10]([O:12][CH3:13])=[O:11])=[N:2]1.CN(C)C=O.[Br:19][C:20]1[CH:25]=[C:24](I)[CH:23]=[CH:22][C:21]=1[F:27].C(=O)([O-])[O-].[Cs+].[Cs+].N1C2C(=CC=C3C=2N=CC=C3)C=CC=1. The catalyst is C(OCC)(=O)C.[Cu]I. The product is [Br:19][C:20]1[CH:25]=[C:24]([N:1]2[C:5]3=[N:6][CH:7]=[CH:8][CH:9]=[C:4]3[C:3]([C:10]([O:12][CH3:13])=[O:11])=[N:2]2)[CH:23]=[CH:22][C:21]=1[F:27]. The yield is 0.300. (4) The reactants are [CH2:1]([O:8][C:9]1[CH:14]=[CH:13][C:12](Br)=[CH:11][CH:10]=1)[C:2]1[CH:7]=[CH:6][CH:5]=[CH:4][CH:3]=1.C([Li])CCC.[CH3:21][O:22][C:23]1[CH:30]=[C:29]([CH3:31])[C:26]([CH:27]=[O:28])=[C:25]([O:32][CH2:33][O:34][CH3:35])[CH:24]=1.O. The catalyst is O1CCCC1. The product is [CH2:1]([O:8][C:9]1[CH:14]=[CH:13][C:12]([C:27]([C:26]2[C:29]([CH3:31])=[CH:30][C:23]([O:22][CH3:21])=[CH:24][C:25]=2[O:32][CH2:33][O:34][CH3:35])=[O:28])=[CH:11][CH:10]=1)[C:2]1[CH:7]=[CH:6][CH:5]=[CH:4][CH:3]=1. The yield is 0.530. (5) The catalyst is O1CCOCC1. The product is [F:1][C:2]1[CH:3]=[C:4]([N:8]2[C@@:9]3([CH2:14][CH2:13][N:12]([C:15]([O:17][CH2:18][C:19]4[CH:24]=[CH:23][CH:22]=[CH:21][CH:20]=4)=[O:16])[C@@H:11]([CH3:25])[CH2:10]3)[CH2:26][NH:27][S:28]2(=[O:31])=[O:29])[CH:5]=[CH:6][CH:7]=1. The reactants are [F:1][C:2]1[CH:3]=[C:4]([NH:8][C@:9]2([CH2:26][NH:27][S:28]([O:31]C3C=CC=C(OC)C=3O)(=O)=[O:29])[CH2:14][CH2:13][N:12]([C:15]([O:17][CH2:18][C:19]3[CH:24]=[CH:23][CH:22]=[CH:21][CH:20]=3)=[O:16])[C@@H:11]([CH3:25])[CH2:10]2)[CH:5]=[CH:6][CH:7]=1.Cl. The yield is 0.390.